This data is from Reaction yield outcomes from USPTO patents with 853,638 reactions. The task is: Predict the reaction yield, written as a fraction of the theoretical maximum amount of product (1.0 means a 100% yield; for example, 0.34 means a 34% yield). (1) The reactants are [CH2:1]([C:3]1[CH:8]=[C:7]([C:9]#[CH:10])[CH:6]=[C:5]([CH3:11])[C:4]=1[C:12]1[C:13](=[O:30])[CH:14]([CH2:19][CH2:20][NH:21][C:22]([C:24]2[CH:29]=[CH:28][CH:27]=[CH:26][N:25]=2)=[O:23])[CH2:15][C:16]=1[O:17]C)[CH3:2].Cl. The catalyst is CC(C)=O. The product is [CH2:1]([C:3]1[CH:8]=[C:7]([C:9]#[CH:10])[CH:6]=[C:5]([CH3:11])[C:4]=1[CH:12]1[C:16](=[O:17])[CH2:15][CH:14]([CH2:19][CH2:20][NH:21][C:22]([C:24]2[CH:29]=[CH:28][CH:27]=[CH:26][N:25]=2)=[O:23])[C:13]1=[O:30])[CH3:2]. The yield is 0.840. (2) The reactants are C([O:3][C:4]([C:6]1[N:10]2[CH:11]=[C:12]([Cl:23])[N:13]([C:14]3[C:19]([CH3:20])=[CH:18][C:17]([CH3:21])=[CH:16][C:15]=3[CH3:22])[C:9]2=[N:8][C:7]=1[C:24]([F:27])([F:26])[F:25])=O)C.[H-].[Al+3].[Li+].[H-].[H-].[H-].CC(C)=O.[C@H](O)(C([O-])=O)[C@@H](O)C([O-])=O.[Na+].[K+]. The catalyst is O1CCCC1. The product is [Cl:23][C:12]1[N:13]([C:14]2[C:19]([CH3:20])=[CH:18][C:17]([CH3:21])=[CH:16][C:15]=2[CH3:22])[C:9]2[N:10]([CH:11]=1)[C:6]([CH2:4][OH:3])=[C:7]([C:24]([F:25])([F:26])[F:27])[N:8]=2. The yield is 0.900.